This data is from Forward reaction prediction with 1.9M reactions from USPTO patents (1976-2016). The task is: Predict the product of the given reaction. (1) The product is: [CH3:17][O:16][C:14](=[O:15])[CH2:13][CH:12]1[C:18]([OH:19])([C:20]2[CH:21]=[CH:22][CH:23]=[CH:24][CH:25]=2)[N:8]([C:5]2[N:4]=[N:3][C:2]([Cl:1])=[CH:7][CH:6]=2)[N:9]=[C:11]1[CH3:26]. Given the reactants [Cl:1][C:2]1[N:3]=[N:4][C:5]([NH:8][NH2:9])=[CH:6][CH:7]=1.O=[C:11]([CH3:26])[CH:12]([C:18]([C:20]1[CH:25]=[CH:24][CH:23]=[CH:22][CH:21]=1)=[O:19])[CH2:13][C:14]([O:16][CH3:17])=[O:15], predict the reaction product. (2) The product is: [N:1]([C@@H:4]([C@H:8]([C:16]1[CH:24]=[CH:23][C:19]2[O:20][CH2:21][O:22][C:18]=2[CH:17]=1)[C:9]1[CH:10]=[CH:11][C:12]([Cl:15])=[CH:13][CH:14]=1)[C:5]([NH:25][C:26]1[CH:27]=[N:28][CH:29]=[C:30]([F:57])[C:31]=1[CH2:32][CH2:33][C@H:34]1[O:39][CH2:38][C@@H:37]([CH2:40][O:41][C:42](=[O:43])[NH:44][CH2:45][C:46]([F:49])([F:47])[F:48])[N:36]([C:50]([O:52][C:53]([CH3:55])([CH3:54])[CH3:56])=[O:51])[CH2:35]1)=[O:6])=[N+:2]=[N-:3]. Given the reactants [N:1]([C@@H:4]([C@H:8]([C:16]1[CH:24]=[CH:23][C:19]2[O:20][CH2:21][O:22][C:18]=2[CH:17]=1)[C:9]1[CH:14]=[CH:13][C:12]([Cl:15])=[CH:11][CH:10]=1)[C:5](O)=[O:6])=[N+:2]=[N-:3].[NH2:25][C:26]1[CH:27]=[N:28][CH:29]=[C:30]([F:57])[C:31]=1[CH2:32][CH2:33][C@H:34]1[O:39][CH2:38][C@H:37]([CH2:40][O:41][C:42]([NH:44][CH2:45][C:46]([F:49])([F:48])[F:47])=[O:43])[N:36]([C:50]([O:52][C:53]([CH3:56])([CH3:55])[CH3:54])=[O:51])[CH2:35]1.O=P(Cl)(Cl)Cl, predict the reaction product. (3) Given the reactants [C:1]([O:5][C:6](=[O:36])[CH2:7][O:8][C:9]1[CH:14]=[CH:13][C:12]([C:15]2[S:19][C:18](C)=N[C:16]=2[CH3:21])=[CH:11][C:10]=1C#CC1C=CC=C(S(CCC)(=O)=O)C=1)([CH3:4])([CH3:3])[CH3:2].C(OC(=O)COC1C=CC(Br)=CC=1[C:52]#[C:53][C:54]1[CH:59]=[CH:58][CH:57]=[C:56]([S:60]([CH2:63][CH2:64][CH3:65])(=[O:62])=[O:61])[CH:55]=1)(C)(C)C.CC1(C)C(C)(C)OB(C2SC=CC=2)O1, predict the reaction product. The product is: [C:1]([O:5][C:6](=[O:36])[CH2:7][O:8][C:9]1([C:52]#[C:53][C:54]2[CH:59]=[CH:58][CH:57]=[C:56]([S:60]([CH2:63][CH2:64][CH3:65])(=[O:62])=[O:61])[CH:55]=2)[CH:14]=[CH:13][C:12]([C:15]2[S:19][CH:18]=[CH:21][CH:16]=2)=[CH:11][CH2:10]1)([CH3:2])([CH3:3])[CH3:4].